From a dataset of Full USPTO retrosynthesis dataset with 1.9M reactions from patents (1976-2016). Predict the reactants needed to synthesize the given product. (1) Given the product [CH3:30][O:31][C:32](=[O:35])[CH2:33][N:34]1[CH2:18][CH2:17][C:12]([NH:11][C:9]([O:8][CH2:1][C:2]2[CH:3]=[CH:4][CH:5]=[CH:6][CH:7]=2)=[O:10])([C:20]2[CH:25]=[CH:24][CH:23]=[C:22]([CH:26]([CH3:27])[CH3:28])[CH:21]=2)[CH2:13][C:14]1=[O:15], predict the reactants needed to synthesize it. The reactants are: [CH2:1]([O:8][C:9]([NH:11][C:12]([C:20]1[CH:25]=[CH:24][CH:23]=[C:22]([CH:26]([CH3:28])[CH3:27])[CH:21]=1)([CH2:17][CH:18]=O)[CH2:13][C:14](O)=[O:15])=[O:10])[C:2]1[CH:7]=[CH:6][CH:5]=[CH:4][CH:3]=1.Cl.[CH3:30][O:31][C:32](=[O:35])[CH2:33][NH2:34].[BH-](OC(C)=O)(OC(C)=O)OC(C)=O.[Na+].C(O)(=O)CC(CC(O)=O)(C(O)=O)O. (2) Given the product [CH:7]([C:6]([CH2:17][O:18][CH3:19])([C:4]([O:3][CH2:2][CH3:1])=[O:5])[C:10]([O:12][CH2:13][CH3:14])=[O:11])([CH3:9])[CH3:8], predict the reactants needed to synthesize it. The reactants are: [CH3:1][CH2:2][O:3][C:4]([CH:6]([C:10]([O:12][CH2:13][CH3:14])=[O:11])[CH:7]([CH3:9])[CH3:8])=[O:5].[H-].[Na+].[CH3:17][O:18][CH2:19]Cl.